This data is from Forward reaction prediction with 1.9M reactions from USPTO patents (1976-2016). The task is: Predict the product of the given reaction. (1) Given the reactants Br[C:2]1[C:3]([CH3:23])=[C:4]([C:7]2[N:11]3[N:12]=[C:13]([CH3:21])[CH:14]=[C:15]([CH:16]([CH2:19][CH3:20])[CH2:17][CH3:18])[C:10]3=[N:9][C:8]=2[CH3:22])[S:5][CH:6]=1.[NH:24]1[CH2:29][CH2:28][O:27][CH2:26][CH2:25]1.C1(P(C2CCCCC2)C2C=CC=CC=2C2C=CC=CC=2)CCCCC1.CN(C1C=CC=CC=1C1C=CC=CC=1)C.[Li+].C[Si]([N-][Si](C)(C)C)(C)C, predict the reaction product. The product is: [CH2:17]([CH:16]([C:15]1[C:10]2[N:11]([C:7]([C:4]3[S:5][CH:6]=[C:2]([N:24]4[CH2:29][CH2:28][O:27][CH2:26][CH2:25]4)[C:3]=3[CH3:23])=[C:8]([CH3:22])[N:9]=2)[N:12]=[C:13]([CH3:21])[CH:14]=1)[CH2:19][CH3:20])[CH3:18]. (2) Given the reactants [Cl:1][C:2]1[NH:6][C:5]2[CH:7]=[CH:8][CH:9]=[CH:10][C:4]=2[N:3]=1.[CH3:11][N:12]1[C:20]2[CH:19]=[CH:18][CH:17]=[CH:16][C:15]=2[C:14]2[CH2:21][N:22]([CH2:25][CH2:26][CH2:27][NH2:28])[CH2:23][CH2:24][C:13]1=2, predict the reaction product. The product is: [ClH:1].[ClH:1].[NH:3]1[C:4]2[CH:10]=[CH:9][CH:8]=[CH:7][C:5]=2[N:6]=[C:2]1[NH:28][CH2:27][CH2:26][CH2:25][N:22]1[CH2:23][CH2:24][C:13]2[N:12]([CH3:11])[C:20]3[CH:19]=[CH:18][CH:17]=[CH:16][C:15]=3[C:14]=2[CH2:21]1. (3) Given the reactants [OH2:1].[C:2]([OH:8])(=[O:7])[CH2:3][CH:4]=[CH:5][CH3:6].COCCOCC[O:16][CH3:17], predict the reaction product. The product is: [C:17]([OH:16])(=[O:1])[CH2:6][CH2:5][CH2:4][CH2:3][C:2]([OH:8])=[O:7]. (4) Given the reactants [CH3:1][C:2]1[CH:7]=[C:6]([N:8]2[CH2:12][CH2:11][CH:10]([N:13]3[CH2:17][CH2:16][CH2:15][CH:14]3[CH3:18])[CH2:9]2)[CH:5]=[CH:4][C:3]=1[NH2:19].[F:20][C:21]1[CH:29]=[CH:28][CH:27]=[CH:26][C:22]=1[C:23](Cl)=[O:24].N1C=CC=CC=1.CO, predict the reaction product. The product is: [F:20][C:21]1[CH:29]=[CH:28][CH:27]=[CH:26][C:22]=1[C:23]([NH:19][C:3]1[CH:4]=[CH:5][C:6]([N:8]2[CH2:12][CH2:11][CH:10]([N:13]3[CH2:17][CH2:16][CH2:15][CH:14]3[CH3:18])[CH2:9]2)=[CH:7][C:2]=1[CH3:1])=[O:24]. (5) The product is: [NH2:1][C:2]1[C:11]([Br:12])=[CH:10][C:9]([C:13]([NH:16][CH2:17][CH:18]2[CH2:23][CH2:22][N:21]([C:24]([O:26][C:27]([CH3:30])([CH3:29])[CH3:28])=[O:25])[CH2:20][CH2:19]2)=[O:15])=[C:8]2[C:3]=1[CH2:4][CH2:5][CH2:6][O:7]2. Given the reactants [NH2:1][C:2]1[C:11]([Br:12])=[CH:10][C:9]([C:13]([OH:15])=O)=[C:8]2[C:3]=1[CH2:4][CH2:5][CH2:6][O:7]2.[NH2:16][CH2:17][CH:18]1[CH2:23][CH2:22][N:21]([C:24]([O:26][C:27]([CH3:30])([CH3:29])[CH3:28])=[O:25])[CH2:20][CH2:19]1.Cl.C(N=C=NCCCN(C)C)C, predict the reaction product. (6) Given the reactants [NH2:1][C@H:2]([CH2:16][F:17])[C@@H:3]([C:5]1[CH:10]=[CH:9][C:8]([S:11]([CH2:14][F:15])(=[O:13])=[O:12])=[CH:7][CH:6]=1)[OH:4].[Cl:18][CH:19]([Cl:24])[C:20](OC)=[O:21].C(N(CC)CC)C, predict the reaction product. The product is: [F:17][CH2:16][C@@H:2]([NH:1][C:20](=[O:21])[CH:19]([Cl:24])[Cl:18])[C@@H:3]([C:5]1[CH:6]=[CH:7][C:8]([S:11]([CH2:14][F:15])(=[O:13])=[O:12])=[CH:9][CH:10]=1)[OH:4]. (7) Given the reactants [NH2:1][CH2:2][C@@H:3]1[C@H:8]([CH3:9])[CH2:7][CH2:6][CH2:5][N:4]1[C:10]([C:12]1[N:13]=[C:14]([CH3:24])[S:15][C:16]=1[C:17]1[CH:22]=[CH:21][C:20]([F:23])=[CH:19][CH:18]=1)=[O:11].C[C@H]1CCCN[C@H]1CN1C(=O)C2C(=CC=CC=2)C1=O, predict the reaction product. The product is: [NH2:1][CH2:2][C@H:3]1[C@@H:8]([CH3:9])[CH2:7][CH2:6][CH2:5][N:4]1[C:10]([C:12]1[N:13]=[C:14]([CH3:24])[S:15][C:16]=1[C:17]1[CH:18]=[CH:19][C:20]([F:23])=[CH:21][CH:22]=1)=[O:11]. (8) Given the reactants [CH2:1]([O:3][C:4]([C:6]1[C:7]([CH2:14][CH3:15])=[N:8][CH:9]=[CH:10][C:11]=1[CH2:12][CH3:13])=[O:5])[CH3:2].C1C=C([Cl:22])C=C(C(OO)=O)C=1, predict the reaction product. The product is: [CH2:1]([O:3][C:4]([C:6]1[C:7]([CH2:14][CH3:15])=[N:8][C:9]([Cl:22])=[CH:10][C:11]=1[CH2:12][CH3:13])=[O:5])[CH3:2]. (9) Given the reactants [F:1][C:2]1[CH:8]=[C:7](I)[CH:6]=[CH:5][C:3]=1[NH2:4].[B:10]1([B:10]2[O:14][C:13]([CH3:16])([CH3:15])[C:12]([CH3:18])([CH3:17])[O:11]2)[O:14][C:13]([CH3:16])([CH3:15])[C:12]([CH3:18])([CH3:17])[O:11]1.[K].ClCCl, predict the reaction product. The product is: [F:1][C:2]1[CH:8]=[C:7]([B:10]2[O:14][C:13]([CH3:16])([CH3:15])[C:12]([CH3:18])([CH3:17])[O:11]2)[CH:6]=[CH:5][C:3]=1[NH2:4]. (10) Given the reactants [C:1]([C:5]1[CH:50]=[CH:49][C:8]2[N:9]([CH2:41][O:42][CH2:43][CH2:44][Si:45]([CH3:48])([CH3:47])[CH3:46])[C:10]([CH2:12][CH2:13][CH2:14][CH2:15][NH:16][CH2:17][C@@H:18]3[C@H:22]4[O:23][C:24]([CH3:27])([CH3:26])[O:25][C@H:21]4[C@H:20]([N:28]4[C:32]5[N:33]=[CH:34][N:35]=[C:36]([NH:37][CH:38]6[CH2:40][CH2:39]6)[C:31]=5[CH:30]=[CH:29]4)[CH2:19]3)=[N:11][C:7]=2[CH:6]=1)([CH3:4])([CH3:3])[CH3:2].CCN(CC)CC.[CH3:58][S:59](Cl)(=[O:61])=[O:60], predict the reaction product. The product is: [CH:38]1([NH:37][C:36]2[C:31]3[CH:30]=[CH:29][N:28]([C@H:20]4[C@@H:21]5[O:25][C:24]([CH3:27])([CH3:26])[O:23][C@@H:22]5[C@@H:18]([CH2:17][N:16]([CH2:15][CH2:14][CH2:13][CH2:12][C:10]5[N:9]([CH2:41][O:42][CH2:43][CH2:44][Si:45]([CH3:48])([CH3:47])[CH3:46])[C:8]6[CH:49]=[CH:50][C:5]([C:1]([CH3:2])([CH3:3])[CH3:4])=[CH:6][C:7]=6[N:11]=5)[S:59]([CH3:58])(=[O:61])=[O:60])[CH2:19]4)[C:32]=3[N:33]=[CH:34][N:35]=2)[CH2:40][CH2:39]1.